From a dataset of Catalyst prediction with 721,799 reactions and 888 catalyst types from USPTO. Predict which catalyst facilitates the given reaction. (1) Product: [F:19][C:20]([F:33])([F:32])[S:21]([O:11][CH2:10][C:2]1([F:1])[CH2:3][CH2:4][C:5]([F:9])([F:8])[CH2:6][CH2:7]1)(=[O:23])=[O:22]. Reactant: [F:1][C:2]1([CH2:10][OH:11])[CH2:7][CH2:6][C:5]([F:9])([F:8])[CH2:4][CH2:3]1.C(N(CC)CC)C.[F:19][C:20]([F:33])([F:32])[S:21](O[S:21]([C:20]([F:33])([F:32])[F:19])(=[O:23])=[O:22])(=[O:23])=[O:22]. The catalyst class is: 4. (2) Reactant: C(O)(=[S:8])C1C=CC=CC=1.CCC([O-])(C)C.[Na+].Br[CH2:18][C:19]([O:21][CH2:22][CH3:23])=[O:20].[CH2:24]([S:31]([NH:34][C:35]([CH:37]1[CH2:42][CH2:41][N:40]([C:43]2[C:53]([C:54]#[N:55])=[CH:52][C:46]([C:47]([O:49][CH2:50][CH3:51])=[O:48])=[C:45]([CH2:56]Cl)[N:44]=2)[CH2:39][CH2:38]1)=[O:36])(=[O:33])=[O:32])[C:25]1[CH:30]=[CH:29][CH:28]=[CH:27][CH:26]=1.Cl. Product: [CH2:24]([S:31]([NH:34][C:35]([CH:37]1[CH2:42][CH2:41][N:40]([C:43]2[C:53]([C:54]#[N:55])=[CH:52][C:46]([C:47]([O:49][CH2:50][CH3:51])=[O:48])=[C:45]([CH2:56][S:8][CH2:18][C:19]([O:21][CH2:22][CH3:23])=[O:20])[N:44]=2)[CH2:39][CH2:38]1)=[O:36])(=[O:33])=[O:32])[C:25]1[CH:30]=[CH:29][CH:28]=[CH:27][CH:26]=1. The catalyst class is: 14. (3) Reactant: [Cl:1][C:2]1[CH:11]=[C:10]2[C:5]([CH2:6][CH2:7][CH2:8][C:9]2=O)=[CH:4][CH:3]=1.N1C=CC=CC=1.Cl.[CH3:20][O:21][NH2:22]. Product: [CH3:20][O:21][N:22]=[C:9]1[C:10]2[C:5](=[CH:4][CH:3]=[C:2]([Cl:1])[CH:11]=2)[CH2:6][CH2:7][CH2:8]1. The catalyst class is: 5. (4) The catalyst class is: 2. Product: [NH2:14][CH:15]1[CH:16]2[CH:20]1[CH2:19][N:18]([C:21]([C:23]1[S:31][C:30]3[C:25](=[N:26][CH:27]=[CH:28][C:29]=3[Cl:32])[CH:24]=1)=[O:22])[CH2:17]2. Reactant: FC(F)(F)C(O)=O.C(OC(=O)[NH:14][CH:15]1[CH:20]2[CH:16]1[CH2:17][N:18]([C:21]([C:23]1[S:31][C:30]3[C:25](=[N:26][CH:27]=[CH:28][C:29]=3[Cl:32])[CH:24]=1)=[O:22])[CH2:19]2)(C)(C)C. (5) Reactant: Br[CH2:2][CH2:3][C:4]1[C:12]2[C:7](=[CH:8][CH:9]=[C:10]([C:13]([F:16])([F:15])[F:14])[CH:11]=2)[NH:6][C:5]=1[Si:17]([CH2:22][CH3:23])([CH2:20][CH3:21])[CH2:18][CH3:19].[N-:24]=[N+:25]=[N-:26].[Na+]. Product: [N:24]([CH2:2][CH2:3][C:4]1[C:12]2[C:7](=[CH:8][CH:9]=[C:10]([C:13]([F:16])([F:15])[F:14])[CH:11]=2)[NH:6][C:5]=1[Si:17]([CH2:22][CH3:23])([CH2:20][CH3:21])[CH2:18][CH3:19])=[N+:25]=[N-:26]. The catalyst class is: 3. (6) Reactant: C(O[C:6]([N:8]1[CH2:12][C@@H:11]([N:13]([CH2:27][C:28]2[CH:33]=[C:32]([C:34]([F:37])([F:36])[F:35])[CH:31]=[C:30]([C:38]([F:41])([F:40])[F:39])[CH:29]=2)[C:14]2[N:19]=[CH:18][C:17]([N:20]3[CH2:24][CH2:23][N:22]([CH3:25])[C:21]3=[O:26])=[CH:16][N:15]=2)[CH2:10][C@H:9]1[CH2:42][CH3:43])=O)(C)(C)C.[ClH:44].CCO[C:48]([CH3:50])=[O:49].FC(F)(F)C1C=[C:55](C=C(C(F)(F)F)C=1)[CH2:56][N:57]([C:65]1[N:70]=[CH:69][C:68](N2CCN(C)C2=O)=C[N:66]=1)[C@@H:58]1CN[C@H](CC)C1.CCN(CC)CC.C([O-])(O)=O.[Na+]. Product: [F:36][C:34]([F:35])([F:37])[C:32]1[CH:33]=[C:28]([CH:29]=[C:30]([C:38]([F:40])([F:41])[F:39])[CH:31]=1)[CH2:27][N:13]([C@H:11]1[CH2:10][C@@H:9]([CH2:42][CH3:43])[N:8]([C:6]2[C:68]([Cl:44])=[CH:69][N:70]=[C:65]([N:57]3[CH2:58][CH2:50][CH:48]([OH:49])[CH2:55][CH2:56]3)[N:66]=2)[CH2:12]1)[C:14]1[N:19]=[CH:18][C:17]([N:20]2[CH2:24][CH2:23][N:22]([CH3:25])[C:21]2=[O:26])=[CH:16][N:15]=1. The catalyst class is: 795. (7) Product: [F:18][C:19]([F:26])([F:25])[S:20]([O-:23])(=[O:22])=[O:21].[C:1]([C:5]1[N:6]([CH3:19])[N:7]=[N+:8]([CH2:10][S:11][C:12]2[CH:17]=[CH:16][CH:15]=[CH:14][CH:13]=2)[CH:9]=1)([CH3:4])([CH3:2])[CH3:3]. The catalyst class is: 10. Reactant: [C:1]([C:5]1[N:6]=[N:7][N:8]([CH2:10][S:11][C:12]2[CH:17]=[CH:16][CH:15]=[CH:14][CH:13]=2)[CH:9]=1)([CH3:4])([CH3:3])[CH3:2].[F:18][C:19]([F:26])([F:25])[S:20]([O:23]C)(=[O:22])=[O:21].